From a dataset of Full USPTO retrosynthesis dataset with 1.9M reactions from patents (1976-2016). Predict the reactants needed to synthesize the given product. Given the product [CH:32]1([NH:31][CH:29]([C:26]2[CH:25]=[CH:24][C:23]([C:21]#[C:22][C:2]3[CH:7]=[CH:6][C:5]([C:8](=[O:20])[N:9]([CH:11]([C:16]([NH:18][CH3:19])=[O:17])[C:12]([O:14][CH3:15])=[O:13])[CH3:10])=[CH:4][CH:3]=3)=[CH:28][CH:27]=2)[CH3:30])[CH2:34][CH2:33]1, predict the reactants needed to synthesize it. The reactants are: I[C:2]1[CH:7]=[CH:6][C:5]([C:8](=[O:20])[N:9]([CH:11]([C:16]([NH:18][CH3:19])=[O:17])[C:12]([O:14][CH3:15])=[O:13])[CH3:10])=[CH:4][CH:3]=1.[C:21]([C:23]1[CH:28]=[CH:27][C:26]([CH:29]([NH:31][CH:32]2[CH2:34][CH2:33]2)[CH3:30])=[CH:25][CH:24]=1)#[CH:22].